Dataset: Forward reaction prediction with 1.9M reactions from USPTO patents (1976-2016). Task: Predict the product of the given reaction. (1) Given the reactants [CH2:1]([S:4][C:5]1[N:10]=[C:9]([NH:11][NH2:12])[CH:8]=[CH:7][N:6]=1)[CH2:2][CH3:3].F[C:14]1[CH:21]=[C:20](SCCC)[CH:19]=[C:18]([O:26][CH3:27])[C:15]=1[CH:16]=O.CS(C)=O, predict the reaction product. The product is: [CH3:27][O:26][C:18]1[CH:19]=[CH:20][CH:21]=[C:14]2[C:15]=1[CH:16]=[N:12][N:11]2[C:9]1[CH:8]=[CH:7][N:6]=[C:5]([S:4][CH2:1][CH2:2][CH3:3])[N:10]=1. (2) Given the reactants C[O:2][C:3]1[CH:4]=[CH:5][C:6]2[N:10]=[C:9]([C:11]([OH:13])=[O:12])[NH:8][C:7]=2[CH:14]=1, predict the reaction product. The product is: [OH:2][C:3]1[CH:4]=[CH:5][C:6]2[N:10]=[C:9]([C:11]([OH:13])=[O:12])[NH:8][C:7]=2[CH:14]=1.